From a dataset of Full USPTO retrosynthesis dataset with 1.9M reactions from patents (1976-2016). Predict the reactants needed to synthesize the given product. (1) Given the product [C:17]([C:19]1[CH:20]=[CH:21][C:1]([O:4][C:5]2[C:13]3[C:8](=[CH:9][CH:10]=[CH:11][CH:12]=3)[NH:7][CH:6]=2)=[CH:2][CH:24]=1)(=[O:18])[CH3:16], predict the reactants needed to synthesize it. The reactants are: [C:1]([O:4][C:5]1[C:13]2[C:8](=[CH:9][CH:10]=[CH:11][CH:12]=2)[NH:7][CH:6]=1)(=O)[CH3:2].[H-].[Na+].[CH3:16][C:17]([C:19]1[CH:24]=CC(F)=[CH:21][CH:20]=1)=[O:18].O. (2) Given the product [Cl:24][CH2:25][C:26]([NH:1][C:2]1[S:3][C:4]([C:8]2[CH:13]=[CH:12][N:11]=[C:10]([NH:14][C:15]3[CH:20]=[CH:19][CH:18]=[C:17]([N+:21]([O-:23])=[O:22])[CH:16]=3)[N:9]=2)=[C:5]([CH3:7])[N:6]=1)=[O:27], predict the reactants needed to synthesize it. The reactants are: [NH2:1][C:2]1[S:3][C:4]([C:8]2[CH:13]=[CH:12][N:11]=[C:10]([NH:14][C:15]3[CH:20]=[CH:19][CH:18]=[C:17]([N+:21]([O-:23])=[O:22])[CH:16]=3)[N:9]=2)=[C:5]([CH3:7])[N:6]=1.[Cl:24][CH2:25][C:26](Cl)=[O:27].N1C=CC=CC=1.